From a dataset of Forward reaction prediction with 1.9M reactions from USPTO patents (1976-2016). Predict the product of the given reaction. Given the reactants [CH3:1][N:2]1[CH:6]=[C:5]([C:7](O)=[O:8])[C:4]([C:10]([F:13])([F:12])[F:11])=[N:3]1.O1CCCC1.S(Cl)(Cl)=O.[NH2:23][C:24]1[CH:25]=[C:26]([CH:43]=[CH:44][C:45]=1[F:46])[O:27][C:28]1[CH:29]=[CH:30][C:31]2[N:32]([N:34]=[C:35]([NH:37][C:38]([CH:40]3[CH2:42][CH2:41]3)=[O:39])[N:36]=2)[CH:33]=1, predict the reaction product. The product is: [CH:40]1([C:38]([NH:37][C:35]2[N:36]=[C:31]3[CH:30]=[CH:29][C:28]([O:27][C:26]4[CH:43]=[CH:44][C:45]([F:46])=[C:24]([NH:23][C:7]([C:5]5[C:4]([C:10]([F:13])([F:12])[F:11])=[N:3][N:2]([CH3:1])[CH:6]=5)=[O:8])[CH:25]=4)=[CH:33][N:32]3[N:34]=2)=[O:39])[CH2:41][CH2:42]1.